Dataset: Peptide-MHC class II binding affinity with 134,281 pairs from IEDB. Task: Regression. Given a peptide amino acid sequence and an MHC pseudo amino acid sequence, predict their binding affinity value. This is MHC class II binding data. (1) The peptide sequence is LFFNHHKVMLLGHDD. The MHC is HLA-DQA10501-DQB10301 with pseudo-sequence HLA-DQA10501-DQB10301. The binding affinity (normalized) is 0.435. (2) The peptide sequence is ELQVIEKVDAAFKVA. The MHC is DRB1_1101 with pseudo-sequence DRB1_1101. The binding affinity (normalized) is 0.312. (3) The peptide sequence is EKKYFAATQFQPLAA. The MHC is HLA-DQA10301-DQB10302 with pseudo-sequence HLA-DQA10301-DQB10302. The binding affinity (normalized) is 0.257. (4) The MHC is HLA-DQA10201-DQB10303 with pseudo-sequence HLA-DQA10201-DQB10303. The binding affinity (normalized) is 0.541. The peptide sequence is KNLIPSSASPWSWPD. (5) The peptide sequence is LMFLQNLKLGDDQYV. The MHC is DRB1_0901 with pseudo-sequence DRB1_0901. The binding affinity (normalized) is 0.588. (6) The binding affinity (normalized) is 0.769. The peptide sequence is YDKFLACVSTVLTGK. The MHC is DRB1_0101 with pseudo-sequence DRB1_0101. (7) The peptide sequence is DHSTIIYNSRVTIAG. The MHC is DRB1_0405 with pseudo-sequence DRB1_0405. The binding affinity (normalized) is 0.393. (8) The peptide sequence is SQDLELDWNLNGLQAY. The MHC is HLA-DQA10101-DQB10501 with pseudo-sequence HLA-DQA10101-DQB10501. The binding affinity (normalized) is 0.548.